This data is from Reaction yield outcomes from USPTO patents with 853,638 reactions. The task is: Predict the reaction yield, written as a fraction of the theoretical maximum amount of product (1.0 means a 100% yield; for example, 0.34 means a 34% yield). (1) The reactants are [OH:1][CH:2]([C:19]1[CH:24]=[CH:23][CH:22]=[CH:21][CH:20]=1)[CH2:3][O:4][C:5]1[CH:18]=[CH:17][C:8]([CH:9]=[C:10]2[S:14][C:13](=[O:15])[NH:12][C:11]2=[O:16])=[CH:7][CH:6]=1.O.[BH4-].[Na+].C(O)(=O)C. The catalyst is C1COCC1.[OH-].[Na+].O.O.O.O.O.O.[Co](Cl)Cl.CC(=NO)C(C)=NO. The product is [OH:1][CH:2]([C:19]1[CH:20]=[CH:21][CH:22]=[CH:23][CH:24]=1)[CH2:3][O:4][C:5]1[CH:18]=[CH:17][C:8]([CH2:9][CH:10]2[S:14][C:13](=[O:15])[NH:12][C:11]2=[O:16])=[CH:7][CH:6]=1. The yield is 0.760. (2) The reactants are CN1CC23CCC4C(C2CCC3C1C)CC=[C:17]1[C:12]4(C)[CH2:13][CH2:14][CH:15]([OH:21])[CH2:16]1.C1C([N+:31]([O-:33])=[O:32])=CC=C([Cl-]C([O-])=O)C=1.CN1CCOCC1.[C:45](=[O:48])([O-:47])[O-:46]. The catalyst is ClCCl. The product is [N+:31]([C:12]1[CH:17]=[CH:16][C:15]([OH:21])=[CH:14][CH:13]=1)([O-:33])=[O:32].[C:45](=[O:46])([O-:48])[O-:47]. The yield is 0.690. (3) The reactants are [Cl:1][C:2]1[CH:7]=[CH:6][CH:5]=[CH:4][C:3]=1[C@@H:8]([NH:11][C:12]([C:14]1[CH:15]=[C:16]2[C:20](=[CH:21][CH:22]=1)[NH:19][N:18]=[C:17]2I)=[O:13])[CH2:9][CH3:10].[O:24]1[CH2:27][CH:26]([N:28]2[CH2:33][CH2:32][CH:31]([O:34][C:35]3[CH:40]=[CH:39][C:38](B4OC(C)(C)C(C)(C)O4)=[CH:37][CH:36]=3)[CH2:30][CH2:29]2)[CH2:25]1. No catalyst specified. The product is [Cl:1][C:2]1[CH:7]=[CH:6][CH:5]=[CH:4][C:3]=1[C@@H:8]([NH:11][C:12]([C:14]1[CH:15]=[C:16]2[C:20](=[CH:21][CH:22]=1)[NH:19][N:18]=[C:17]2[C:38]1[CH:39]=[CH:40][C:35]([O:34][CH:31]2[CH2:30][CH2:29][N:28]([CH:26]3[CH2:27][O:24][CH2:25]3)[CH2:33][CH2:32]2)=[CH:36][CH:37]=1)=[O:13])[CH2:9][CH3:10]. The yield is 0.420. (4) The reactants are [NH2:1][C:2]1[CH:7]=[C:6]([NH2:8])[N:5]=[C:4]([SH:9])[N:3]=1.Br[CH2:11][C:12]#[N:13]. The catalyst is C(O)C. The product is [NH2:1][C:2]1[CH:7]=[C:6]([NH2:8])[N:5]=[C:4]([S:9][CH2:11][C:12]#[N:13])[N:3]=1. The yield is 0.895. (5) The reactants are [ClH:1].Cl.[CH3:3][O:4][C:5]1[CH:17]=[CH:16][C:8]([CH2:9][N:10]2[CH2:15][CH2:14][NH:13][CH2:12][CH2:11]2)=[CH:7][CH:6]=1.[Cl:18][CH:19]([CH3:35])[C:20]([C:22]1[CH:31]=[CH:30][C:29]2[C:24](=[CH:25][CH:26]=[C:27]([O:33][CH3:34])[C:28]=2[Cl:32])[CH:23]=1)=[O:21].C([O-])([O-])=O.[K+].[K+]. The catalyst is CN(C=O)C. The product is [ClH:18].[ClH:1].[CH3:3][O:4][C:5]1[CH:6]=[CH:7][C:8]([CH2:9][N:10]2[CH2:15][CH2:14][N:13]([CH:19]([C:20]([C:22]3[CH:31]=[CH:30][C:29]4[C:24](=[CH:25][CH:26]=[C:27]([O:33][CH3:34])[C:28]=4[Cl:32])[CH:23]=3)=[O:21])[CH3:35])[CH2:12][CH2:11]2)=[CH:16][CH:17]=1. The yield is 0.570. (6) The catalyst is C(Cl)Cl.O1CCCC1. The yield is 0.800. The product is [OH:44][C@H:43]([CH2:42][OH:41])[CH2:45][CH2:46][NH:47][C:35]([CH:16]1[CH:15]([C:13]2[CH:14]=[C:9]([Cl:8])[CH:10]=[CH:11][C:12]=2[F:38])[C:19]([C:22]2[CH:27]=[CH:26][C:25]([Cl:28])=[CH:24][C:23]=2[F:29])([C:20]#[N:21])[CH:18]([CH2:30][C:31]([CH3:34])([CH3:33])[CH3:32])[NH:17]1)=[O:36]. The reactants are FC(F)(F)C(O)=O.[Cl:8][C:9]1[CH:10]=[CH:11][C:12]([F:38])=[C:13]([CH:15]2[C:19]([C:22]3[CH:27]=[CH:26][C:25]([Cl:28])=[CH:24][C:23]=3[F:29])([C:20]#[N:21])[CH:18]([CH2:30][C:31]([CH3:34])([CH3:33])[CH3:32])[NH:17][CH:16]2[C:35](O)=[O:36])[CH:14]=1.CC1(C)[O:44][C@@H:43]([CH2:45][CH2:46][NH2:47])[CH2:42][O:41]1.CN(C(ON1N=NC2C=CC=NC1=2)=[N+](C)C)C.F[P-](F)(F)(F)(F)F.CCN(C(C)C)C(C)C.Cl. (7) The reactants are [F:1][C:2]1[CH:22]=[CH:21][C:20]([CH3:23])=[CH:19][C:3]=1[O:4][C:5]1[CH2:9][N:8]([C@@H:10]([CH2:14][CH:15]([CH3:17])[CH3:16])[C:11]([OH:13])=O)[C:7](=[O:18])[CH:6]=1.C(N(CC)C(C)C)(C)C.F[P-](F)(F)(F)(F)F.N1(O[P+](N(C)C)(N(C)C)N(C)C)C2C=CC=CC=2N=N1.[CH3:60][C:61]1([CH3:73])[O:65][C@H:64]([CH2:66][N:67]2[CH:71]=[CH:70][C:69]([NH2:72])=[N:68]2)[CH2:63][O:62]1. The catalyst is CN(C)C=O.C(OCC)(=O)C. The product is [CH3:60][C:61]1([CH3:73])[O:65][C@H:64]([CH2:66][N:67]2[CH:71]=[CH:70][C:69]([NH:72][C:11](=[O:13])[C@@H:10]([N:8]3[CH2:9][C:5]([O:4][C:3]4[CH:19]=[C:20]([CH3:23])[CH:21]=[CH:22][C:2]=4[F:1])=[CH:6][C:7]3=[O:18])[CH2:14][CH:15]([CH3:17])[CH3:16])=[N:68]2)[CH2:63][O:62]1. The yield is 0.880. (8) The reactants are [F:1][C:2]1[CH:3]=[C:4]2[C:9](=[CH:10][CH:11]=1)[C:8]([OH:12])=[N:7][CH:6]=[CH:5]2.[C:13](O)(=[O:15])C.C(O)(=O)C.IC1C=CC=CC=1.CS(O)(=O)=O. The catalyst is CO. The product is [F:1][C:2]1[CH:3]=[C:4]2[C:9](=[CH:10][CH:11]=1)[C:8]([OH:12])=[N:7][CH:6]=[C:5]2[O:15][CH3:13]. The yield is 0.680. (9) The reactants are I[C:2]1[CH:3]=[N:4][NH:5][CH:6]=1.C([Li])CCC.[F:12][C:13]1([F:20])[CH2:18][CH2:17][C:16](=[O:19])[CH2:15][CH2:14]1. The catalyst is C1COCC1. The product is [F:12][C:13]1([F:20])[CH2:18][CH2:17][C:16]([C:2]2[CH:3]=[N:4][NH:5][CH:6]=2)([OH:19])[CH2:15][CH2:14]1. The yield is 0.550. (10) The reactants are [Cl:1][C:2]1[CH:3]=[C:4]2[C:8](=[CH:9][C:10]=1[Cl:11])[NH:7][C:6](/[CH:12]=[CH:13]/[C:14](OCC)=[O:15])=[CH:5]2.CC(C[AlH]CC(C)C)C. The catalyst is C1COCC1. The product is [Cl:1][C:2]1[CH:3]=[C:4]2[C:8](=[CH:9][C:10]=1[Cl:11])[NH:7][C:6](/[CH:12]=[CH:13]/[CH2:14][OH:15])=[CH:5]2. The yield is 1.00.